From a dataset of Choline transporter screen with 302,306 compounds. Binary Classification. Given a drug SMILES string, predict its activity (active/inactive) in a high-throughput screening assay against a specified biological target. (1) The molecule is O(C(C)C)c1cc(C(=O)Nc2cc(NC(=O)c3occc3)ccc2OC)ccc1. The result is 0 (inactive). (2) The drug is Brc1sc(S(=O)(=O)N2CCC(CC2)C(=O)NCc2ccc(OC)cc2)cc1. The result is 0 (inactive).